From a dataset of Forward reaction prediction with 1.9M reactions from USPTO patents (1976-2016). Predict the product of the given reaction. (1) Given the reactants [C:1]([O:5][C:6]([N:8]1[CH2:12][C@H:11]([CH2:13][C@H:14]([CH2:18][C:19]2[CH:24]=[CH:23][C:22]([O:25][CH3:26])=[C:21]([O:27][CH2:28][CH2:29][CH2:30][O:31][CH3:32])[CH:20]=2)[CH:15]([CH3:17])[CH3:16])[C@@H:10]([CH2:33][NH:34][CH:35]2[CH2:37][CH2:36]2)[CH2:9]1)=[O:7])([CH3:4])([CH3:3])[CH3:2].[C:38]1([CH2:44][C:45](O)=[O:46])[CH:43]=[CH:42][CH:41]=[CH:40][CH:39]=1.O.ON1C2C=CC=CC=2N=N1.Cl.CN(C)CCCN=C=NCC.C(N(CC)CC)C, predict the reaction product. The product is: [C:1]([O:5][C:6]([N:8]1[CH2:12][C@H:11]([CH2:13][C@H:14]([CH2:18][C:19]2[CH:24]=[CH:23][C:22]([O:25][CH3:26])=[C:21]([O:27][CH2:28][CH2:29][CH2:30][O:31][CH3:32])[CH:20]=2)[CH:15]([CH3:16])[CH3:17])[C@@H:10]([CH2:33][N:34]([CH:35]2[CH2:36][CH2:37]2)[C:45](=[O:46])[CH2:44][C:38]2[CH:43]=[CH:42][CH:41]=[CH:40][CH:39]=2)[CH2:9]1)=[O:7])([CH3:3])([CH3:4])[CH3:2]. (2) Given the reactants Cl[C:2]1[CH2:7][CH2:6][CH2:5][CH2:4][C:3]=1[C:8]#[N:9].C([O-])([O-])=O.[K+].[K+].[CH2:16]([O:18][C:19](=[O:22])[CH2:20][SH:21])[CH3:17], predict the reaction product. The product is: [CH2:16]([O:18][C:19]([C:20]1[S:21][C:2]2[CH2:7][CH2:6][CH2:5][CH2:4][C:3]=2[C:8]=1[NH2:9])=[O:22])[CH3:17]. (3) Given the reactants CO[C:3](=[O:8])[CH2:4][C:5](=O)[CH3:6].[Cl:9][C:10]1[CH:15]=[CH:14][C:13]([C:16]([F:19])([F:18])[F:17])=[CH:12][C:11]=1[C:20](=O)[CH2:21]Br.[CH:24]1([CH2:27][CH2:28][NH2:29])[CH2:26][CH2:25]1.[OH:30][C@@H:31]1[CH2:36][CH2:35][CH2:34][CH2:33][C@H:32]1[NH2:37], predict the reaction product. The product is: [OH:30][C@@H:31]1[CH2:36][CH2:35][CH2:34][CH2:33][C@H:32]1[NH:37][C:3]([C:4]1[CH:21]=[C:20]([C:11]2[CH:12]=[C:13]([C:16]([F:19])([F:18])[F:17])[CH:14]=[CH:15][C:10]=2[Cl:9])[N:29]([CH2:28][CH2:27][CH:24]2[CH2:26][CH2:25]2)[C:5]=1[CH3:6])=[O:8]. (4) Given the reactants CC1N=C(N2C(=O)N(CC3C=CC(C(F)(F)F)=CC=3)N=C2)SC=1C(O)=O.[F:27][C:28]1[CH:49]=[CH:48][C:31]([CH2:32][N:33]2[C:37](=[O:38])[N:36]([C:39]3[S:40][C:41]([C:45](O)=[O:46])=[C:42]([CH3:44])[N:43]=3)[CH:35]=[N:34]2)=[CH:30][CH:29]=1.[CH3:50][N:51]1[CH:55]=[C:54]([CH2:56][NH2:57])[N:53]=[CH:52]1, predict the reaction product. The product is: [F:27][C:28]1[CH:29]=[CH:30][C:31]([CH2:32][N:33]2[C:37](=[O:38])[N:36]([C:39]3[S:40][C:41]([C:45]([NH:57][CH2:56][C:54]4[N:53]=[CH:52][N:51]([CH3:50])[CH:55]=4)=[O:46])=[C:42]([CH3:44])[N:43]=3)[CH:35]=[N:34]2)=[CH:48][CH:49]=1. (5) Given the reactants [N+:1]([C:4]1[CH:9]=[CH:8][CH:7]=[CH:6][C:5]=1[OH:10])([O-])=O.CC[O:13][C:14]([CH3:16])=[O:15], predict the reaction product. The product is: [C:14]([O:13][C:8]1[CH:7]=[CH:6][C:5]([OH:10])=[C:4]([NH2:1])[CH:9]=1)(=[O:15])[C:16]1[CH:8]=[CH:9][CH:4]=[CH:5][CH:6]=1. (6) Given the reactants [N-:1]=[N+:2]=[N-:3].[Na+].I[CH2:6][C:7]1[CH:12]=[CH:11][C:10]([C:13]2([C:16]([F:19])([F:18])[F:17])[N:15]=[N:14]2)=[CH:9][CH:8]=1, predict the reaction product. The product is: [N:1]([CH2:6][C:7]1[CH:8]=[CH:9][C:10]([C:13]2([C:16]([F:19])([F:17])[F:18])[N:14]=[N:15]2)=[CH:11][CH:12]=1)=[N+:2]=[N-:3]. (7) Given the reactants Cl[C:2]1[CH:11]=[C:10]2[C:5]([C:6](=[O:17])[C:7]([C:14]([OH:16])=[O:15])=[CH:8][N:9]2[CH2:12][CH3:13])=[CH:4][CH:3]=1.[CH2:18]([NH2:21])[CH2:19][NH2:20].C(Cl)Cl, predict the reaction product. The product is: [NH2:20][CH2:19][CH2:18][NH:21][C:2]1[CH:11]=[C:10]2[C:5]([C:6](=[O:17])[C:7]([C:14]([OH:16])=[O:15])=[CH:8][N:9]2[CH2:12][CH3:13])=[CH:4][CH:3]=1.